From a dataset of Catalyst prediction with 721,799 reactions and 888 catalyst types from USPTO. Predict which catalyst facilitates the given reaction. (1) Reactant: [Br:1][C:2]1[CH:3]=[C:4]2[C:8](=[CH:9][CH:10]=1)[N:7]([CH:11]([CH2:15][CH:16]([CH3:18])[CH3:17])[C:12]([OH:14])=O)[C:6](=[O:19])[C:5]2=[O:20].[N:21]1[CH:26]=[CH:25][CH:24]=[CH:23][C:22]=1[NH2:27].C(N(CC)C(C)C)(C)C.F[P-](F)(F)(F)(F)F.N1(O[P+](N(C)C)(N(C)C)N(C)C)C2C=CC=CC=2N=N1. Product: [N:21]1[CH:26]=[CH:25][CH:24]=[CH:23][C:22]=1[NH:27][C:12](=[O:14])[CH:11]([N:7]1[C:8]2[C:4](=[CH:3][C:2]([Br:1])=[CH:10][CH:9]=2)[C:5](=[O:20])[C:6]1=[O:19])[CH2:15][CH:16]([CH3:18])[CH3:17]. The catalyst class is: 42. (2) Reactant: [N:1]([C@@H:4]1[CH2:13][CH2:12][CH2:11][C:10]2[CH:9]=[C:8]([CH:14]=O)[CH:7]=[CH:6][C:5]1=2)=[N+:2]=[N-:3].[CH:16]1([NH2:21])[CH2:20][CH2:19][CH2:18][CH2:17]1.C(O)(=O)C.[O-]S([O-])(=O)=O.[Mg+2].C(O[BH-](OC(=O)C)OC(=O)C)(=O)C.[Na+].C([O-])(O)=O.[Na+]. Product: [N:1]([C@@H:4]1[CH2:13][CH2:12][CH2:11][C:10]2[CH:9]=[C:8]([CH2:14][NH:21][CH:16]3[CH2:20][CH2:19][CH2:18][CH2:17]3)[CH:7]=[CH:6][C:5]1=2)=[N+:2]=[N-:3]. The catalyst class is: 2.